From a dataset of Reaction yield outcomes from USPTO patents with 853,638 reactions. Predict the reaction yield, written as a fraction of the theoretical maximum amount of product (1.0 means a 100% yield; for example, 0.34 means a 34% yield). (1) The reactants are [N:1]([C@H:4]1[CH2:8][N:7]([C:9]([O:11][C:12]([CH3:15])([CH3:14])[CH3:13])=[O:10])[C@H:6]([C:16]([O:18][CH3:19])=[O:17])[CH2:5]1)=[N+]=[N-].[ClH:20]. The catalyst is [Pd].C(O)C. The product is [Cl-:20].[NH3+:1][C@H:4]1[CH2:8][N:7]([C:9]([O:11][C:12]([CH3:13])([CH3:14])[CH3:15])=[O:10])[C@H:6]([C:16]([O:18][CH3:19])=[O:17])[CH2:5]1. The yield is 1.00. (2) The reactants are F[C:2]1[N:7]=[C:6]([C:8]2[C:16]3[C:11](=[CH:12][N:13]=[C:14]([C:17]4[CH:18]=[N:19][N:20]([CH3:22])[CH:21]=4)[CH:15]=3)[N:10](C3CCCCO3)[N:9]=2)[CH:5]=[CH:4][CH:3]=1.[NH:29]1[CH2:34][CH2:33][CH:32]([NH:35]C(=O)OC(C)(C)C)[CH2:31][CH2:30]1. No catalyst specified. The product is [CH3:22][N:20]1[CH:21]=[C:17]([C:14]2[CH:15]=[C:16]3[C:8]([C:6]4[N:7]=[C:2]([N:29]5[CH2:34][CH2:33][CH:32]([NH2:35])[CH2:31][CH2:30]5)[CH:3]=[CH:4][CH:5]=4)=[N:9][NH:10][C:11]3=[CH:12][N:13]=2)[CH:18]=[N:19]1. The yield is 0.368. (3) The reactants are Cl.Cl.[NH:3]1[CH2:8][CH2:7][CH2:6][CH:5]([O:9][C:10]2[CH:15]=[CH:14][N:13]=[CH:12][CH:11]=2)[CH2:4]1.C(=O)([O-])[O-].[Cs+].[Cs+].[F:22][C:23]([F:28])([F:27])[CH:24]1[CH2:26][O:25]1. The catalyst is O1CCCC1. The product is [F:22][C:23]([F:28])([F:27])[CH:24]([OH:25])[CH2:26][N:3]1[CH2:8][CH2:7][CH2:6][CH:5]([O:9][C:10]2[CH:15]=[CH:14][N:13]=[CH:12][CH:11]=2)[CH2:4]1. The yield is 0.870. (4) The reactants are Br[C:2]1[CH:3]=[CH:4][C:5]2[O:14][CH2:13][CH2:12][N:11]3[C:7](=[N:8][C:9]([C:15]([NH2:17])=[O:16])=[CH:10]3)[C:6]=2[CH:18]=1.C1(P(C2C=CC=CC=2)CCCP(C2C=CC=CC=2)C2C=CC=CC=2)C=CC=CC=1.C([O-])([O-])=O.[K+].[K+].[C:54]([O:58][C:59]([N:61]1[CH2:65][CH2:64][C:63]([C:67]#[CH:68])([OH:66])[CH2:62]1)=[O:60])([CH3:57])([CH3:56])[CH3:55]. The catalyst is CN(C)C=O.CC([O-])=O.CC([O-])=O.[Pd+2].[Cu]I. The product is [C:15]([C:9]1[N:8]=[C:7]2[C:6]3[CH:18]=[C:2]([C:68]#[C:67][C:63]4([OH:66])[CH2:64][CH2:65][N:61]([C:59]([O:58][C:54]([CH3:56])([CH3:55])[CH3:57])=[O:60])[CH2:62]4)[CH:3]=[CH:4][C:5]=3[O:14][CH2:13][CH2:12][N:11]2[CH:10]=1)(=[O:16])[NH2:17]. The yield is 0.280. (5) The reactants are [Br:1][C:2]1[CH:7]=[CH:6][C:5](F)=[C:4]([N+:9]([O-:11])=[O:10])[CH:3]=1.[CH3:12][NH:13][CH:14]1[CH2:18][CH2:17][CH2:16][CH2:15]1. The catalyst is C1COCC1.CCOCC. The product is [Br:1][C:2]1[CH:7]=[CH:6][C:5]([N:13]([CH:14]2[CH2:18][CH2:17][CH2:16][CH2:15]2)[CH3:12])=[C:4]([N+:9]([O-:11])=[O:10])[CH:3]=1. The yield is 0.910. (6) The reactants are [C:1]([C:3]1[CH:8]=[CH:7][C:6]([CH3:9])=[CH:5][C:4]=1[NH:10][C:11](=O)[C:12]1[CH:17]=[CH:16][CH:15]=[CH:14][C:13]=1[O:18][CH3:19])#[N:2].[OH-:21].[Na+].OO. The catalyst is C(O)C. The product is [CH3:19][O:18][C:13]1[CH:14]=[CH:15][CH:16]=[CH:17][C:12]=1[C:11]1[NH:2][C:1](=[O:21])[C:3]2[C:4](=[CH:5][C:6]([CH3:9])=[CH:7][CH:8]=2)[N:10]=1. The yield is 0.540.